This data is from Forward reaction prediction with 1.9M reactions from USPTO patents (1976-2016). The task is: Predict the product of the given reaction. (1) Given the reactants C([O:8][C:9]1[CH:29]=[CH:28][CH:27]=[CH:26][C:10]=1[O:11][CH2:12][C@H:13]1[O:18][CH2:17][CH2:16][N:15]([C:19]([O:21][C:22]([CH3:25])([CH3:24])[CH3:23])=[O:20])[CH2:14]1)C1C=CC=CC=1, predict the reaction product. The product is: [OH:8][C:9]1[CH:29]=[CH:28][CH:27]=[CH:26][C:10]=1[O:11][CH2:12][C@H:13]1[O:18][CH2:17][CH2:16][N:15]([C:19]([O:21][C:22]([CH3:25])([CH3:23])[CH3:24])=[O:20])[CH2:14]1. (2) Given the reactants [CH3:1][O:2][C:3](=[O:14])[C:4]1[CH:9]=[C:8]([O:10][CH2:11][CH3:12])[CH:7]=[C:6]([NH2:13])[CH:5]=1.N1C=CC=CC=1.[Cl:21][CH2:22][CH2:23][CH2:24][S:25](Cl)(=[O:27])=[O:26], predict the reaction product. The product is: [CH3:1][O:2][C:3](=[O:14])[C:4]1[CH:9]=[C:8]([O:10][CH2:11][CH3:12])[CH:7]=[C:6]([NH:13][S:25]([CH2:24][CH2:23][CH2:22][Cl:21])(=[O:27])=[O:26])[CH:5]=1. (3) Given the reactants [Cl:1][C:2]1[CH:3]=[C:4]([CH2:14][N:15]2[C:19]([CH3:20])=[CH:18][C:17]([C:21]([NH:23][C:24]3[CH:29]=[CH:28][C:27]([CH:30]=O)=[CH:26][CH:25]=3)=[O:22])=[N:16]2)[C:5]2[O:9][C:8]([CH:10]([CH3:12])[CH3:11])=[CH:7][C:6]=2[CH:13]=1.[CH3:32][NH2:33].C(O[BH-](OC(=O)C)OC(=O)C)(=O)C.[Na+].[OH-].[Na+], predict the reaction product. The product is: [ClH:1].[Cl:1][C:2]1[CH:3]=[C:4]([CH2:14][N:15]2[C:19]([CH3:20])=[CH:18][C:17]([C:21]([NH:23][C:24]3[CH:29]=[CH:28][C:27]([CH2:30][NH:33][CH3:32])=[CH:26][CH:25]=3)=[O:22])=[N:16]2)[C:5]2[O:9][C:8]([CH:10]([CH3:11])[CH3:12])=[CH:7][C:6]=2[CH:13]=1. (4) Given the reactants [NH2:1][C:2]1[CH:7]=[N:6][C:5](Br)=[CH:4][N:3]=1.[CH3:9][C:10]1[CH:15]=[CH:14][CH:13]=[C:12]([CH3:16])[C:11]=1B(O)O.P([O-])([O-])([O-])=O.[K+].[K+].[K+].C1(P(C2CCCCC2)C2CCCCC2)CCCCC1, predict the reaction product. The product is: [CH3:9][C:10]1[CH:15]=[CH:14][CH:13]=[C:12]([CH3:16])[C:11]=1[C:5]1[N:6]=[CH:7][C:2]([NH2:1])=[N:3][CH:4]=1. (5) Given the reactants Br[C:2]1[CH:11]=[CH:10][C:9]([Cl:12])=[CH:8][C:3]=1[C:4]([O:6][CH3:7])=[O:5].P([O-])([O-])([O-])=O.[K+].[K+].[K+].[CH3:21][C:22]1[C:26](B2OC(C)(C)C(C)(C)O2)=[C:25]([C:36]2([NH:39][C:40](=[O:46])[O:41][C:42]([CH3:45])([CH3:44])[CH3:43])[CH2:38][CH2:37]2)[O:24][N:23]=1, predict the reaction product. The product is: [C:42]([O:41][C:40]([NH:39][C:36]1([C:25]2[O:24][N:23]=[C:22]([CH3:21])[C:26]=2[C:2]2[CH:11]=[CH:10][C:9]([Cl:12])=[CH:8][C:3]=2[C:4]([O:6][CH3:7])=[O:5])[CH2:38][CH2:37]1)=[O:46])([CH3:45])([CH3:44])[CH3:43]. (6) Given the reactants [NH2:1][C:2]1[N:10]=[C:9]([O:11][CH2:12][CH2:13][CH2:14][CH3:15])[N:8]=[C:7]2[C:3]=1[N:4]=[CH:5][N:6]2[CH2:16][C:17]1[CH:18]=[C:19]([CH2:23][P:24](=[O:31])([O:28][CH2:29][CH3:30])[O:25][CH2:26][CH3:27])[CH:20]=[CH:21][CH:22]=1.[Br:32]Br, predict the reaction product. The product is: [NH2:1][C:2]1[N:10]=[C:9]([O:11][CH2:12][CH2:13][CH2:14][CH3:15])[N:8]=[C:7]2[C:3]=1[N:4]=[C:5]([Br:32])[N:6]2[CH2:16][C:17]1[CH:18]=[C:19]([CH2:23][P:24](=[O:31])([O:25][CH2:26][CH3:27])[O:28][CH2:29][CH3:30])[CH:20]=[CH:21][CH:22]=1.